This data is from Peptide-MHC class I binding affinity with 185,985 pairs from IEDB/IMGT. The task is: Regression. Given a peptide amino acid sequence and an MHC pseudo amino acid sequence, predict their binding affinity value. This is MHC class I binding data. (1) The peptide sequence is CVLPAVVYST. The MHC is HLA-A02:01 with pseudo-sequence HLA-A02:01. The binding affinity (normalized) is 0.472. (2) The peptide sequence is AIKILTGFR. The MHC is HLA-A31:01 with pseudo-sequence HLA-A31:01. The binding affinity (normalized) is 0.630.